Dataset: Catalyst prediction with 721,799 reactions and 888 catalyst types from USPTO. Task: Predict which catalyst facilitates the given reaction. (1) Reactant: [Cl:1][C:2]1[C:11]2[C:6](=[CH:7][CH:8]=[C:9](I)[CH:10]=2)[N:5]=[C:4]([O:13][CH3:14])[C:3]=1[CH2:15][CH:16]1[CH2:21][CH2:20][O:19][CH2:18][CH2:17]1.C([Mg]Cl)(C)C.[C:27]([CH:35]1[CH2:40][CH2:39][N:38]([C:41](=[O:43])[CH3:42])[CH2:37][CH2:36]1)(=[O:34])[C:28]1[CH:33]=[CH:32][CH:31]=[CH:30][CH:29]=1.C(=O)=O.CC#N. Product: [Cl:1][C:2]1[C:11]2[C:6](=[CH:7][CH:8]=[C:9]([C:27]([OH:34])([C:28]3[CH:33]=[CH:32][CH:31]=[CH:30][CH:29]=3)[CH:35]3[CH2:40][CH2:39][N:38]([C:41](=[O:43])[CH3:42])[CH2:37][CH2:36]3)[CH:10]=2)[N:5]=[C:4]([O:13][CH3:14])[C:3]=1[CH2:15][CH:16]1[CH2:21][CH2:20][O:19][CH2:18][CH2:17]1. The catalyst class is: 1. (2) Reactant: [F:1][C:2]1[C:7]([CH:8]([OH:19])[C:9]2[CH:10]=[C:11]3[C:16](=[CH:17][CH:18]=2)[N:15]=[CH:14][CH:13]=[N:12]3)=[C:6]([F:20])[CH:5]=[CH:4][C:3]=1[NH:21][C:22](=[O:27])[C:23]([CH3:26])([CH3:25])[CH3:24]. Product: [F:1][C:2]1[C:7]([C:8]([C:9]2[CH:10]=[C:11]3[C:16](=[CH:17][CH:18]=2)[N:15]=[CH:14][CH:13]=[N:12]3)=[O:19])=[C:6]([F:20])[CH:5]=[CH:4][C:3]=1[NH:21][C:22](=[O:27])[C:23]([CH3:25])([CH3:24])[CH3:26]. The catalyst class is: 177. (3) Reactant: Cl.[NH2:2][OH:3].[C:4]([O-])(=O)C.[Na+].[F:9][CH:10]([F:27])[O:11][C:12]1[CH:19]=[CH:18][C:15]([CH:16]=O)=[CH:14][C:13]=1[O:20][C:21]1[CH:26]=[CH:25][CH:24]=[CH:23][CH:22]=1. Product: [CH2:21]([O:20][C:13]1[CH:14]=[C:15]([CH:18]=[CH:19][C:12]=1[O:11][CH:10]([F:9])[F:27])[CH:16]=[N:2][OH:3])[C:26]1[CH:25]=[CH:24][CH:23]=[CH:22][CH:4]=1. The catalyst class is: 8. (4) Reactant: ClC(Cl)(Cl)C(=N)O[C@H:5]1[O:32][C@H:31]([CH2:33][O:34][C:35](=[O:42])[C:36]2[CH:41]=[CH:40][CH:39]=[CH:38][CH:37]=2)[C@@H:21]([O:22][C:23](=[O:30])[C:24]2[CH:29]=[CH:28][CH:27]=[CH:26][CH:25]=2)[C@H:16]([O:17][CH2:18][CH:19]=[CH2:20])[C@@H:6]1[O:7][C:8](=[O:15])[C:9]1[CH:14]=[CH:13][CH:12]=[CH:11][CH:10]=1.[C:46]([O:54][C@H:55]1[C@@H:60]([OH:61])[C@H:59]([O:62][C:63](=[O:70])[C:64]2[CH:69]=[CH:68][CH:67]=[CH:66][CH:65]=2)[C@@H:58]([CH2:71][O:72][C:73](=[O:80])[C:74]2[CH:79]=[CH:78][CH:77]=[CH:76][CH:75]=2)[O:57][C@@H:56]1[O:81][C@H:82]1[C@@H:95]([O:96][CH2:97][C:98]2[CH:103]=[CH:102][CH:101]=[CH:100][CH:99]=2)[C@H:94]([O:104][CH2:105][C:106]2[CH:111]=[CH:110][CH:109]=[CH:108][CH:107]=2)[C@@H:93]([CH2:112][O:113][CH2:114][C:115]2[CH:120]=[CH:119][CH:118]=[CH:117][CH:116]=2)[O:92][C@@H:83]1[O:84][CH2:85][C:86]1[CH:91]=[CH:90][CH:89]=[CH:88][CH:87]=1)(=[O:53])[C:47]1[CH:52]=[CH:51][CH:50]=[CH:49][CH:48]=1.[Si](OS(C(F)(F)F)(=O)=O)(C)(C)C.CCN(CC)CC. Product: [CH2:18]([O:17][C@H:16]1[C@H:21]([O:22][C:23](=[O:30])[C:24]2[CH:25]=[CH:26][CH:27]=[CH:28][CH:29]=2)[C@@H:31]([CH2:33][O:34][C:35](=[O:42])[C:36]2[CH:37]=[CH:38][CH:39]=[CH:40][CH:41]=2)[O:32][C@H:5]([O:61][C@H:60]2[C@H:59]([O:62][C:63](=[O:70])[C:64]3[CH:65]=[CH:66][CH:67]=[CH:68][CH:69]=3)[C@@H:58]([CH2:71][O:72][C:73](=[O:80])[C:74]3[CH:75]=[CH:76][CH:77]=[CH:78][CH:79]=3)[O:57][C@H:56]([O:81][C@H:82]3[C@@H:95]([O:96][CH2:97][C:98]4[CH:99]=[CH:100][CH:101]=[CH:102][CH:103]=4)[C@H:94]([O:104][CH2:105][C:106]4[CH:107]=[CH:108][CH:109]=[CH:110][CH:111]=4)[C@@H:93]([CH2:112][O:113][CH2:114][C:115]4[CH:116]=[CH:117][CH:118]=[CH:119][CH:120]=4)[O:92][C@@H:83]3[O:84][CH2:85][C:86]3[CH:91]=[CH:90][CH:89]=[CH:88][CH:87]=3)[C@H:55]2[O:54][C:46](=[O:53])[C:47]2[CH:52]=[CH:51][CH:50]=[CH:49][CH:48]=2)[C@H:6]1[O:7][C:8](=[O:15])[C:9]1[CH:10]=[CH:11][CH:12]=[CH:13][CH:14]=1)[CH:19]=[CH2:20]. The catalyst class is: 26. (5) Reactant: [CH3:1][C:2]1[C:7]([CH2:8][S+:9]([O-:19])[C:10]2[N-:11][C:12]3[CH:13]=[CH:14][CH:15]=[CH:16][C:17]=3[N:18]=2)=[N:6][CH:5]=[CH:4][C:3]=1[O:20][CH2:21][CH2:22][CH2:23][O:24][CH3:25].[Na+].C([O-])(=O)C.[Ca+2:31].C([O-])(=O)C. Product: [CH3:1][C:2]1[C:7]([CH2:8][S+:9]([O-:19])[C:10]2[NH:11][C:12]3[CH:13]=[CH:14][CH:15]=[CH:16][C:17]=3[N:18]=2)=[N:6][CH:5]=[CH:4][C:3]=1[O:20][CH2:21][CH2:22][CH2:23][O:24][CH3:25].[Ca:31]. The catalyst class is: 5. (6) Reactant: Cl.[OH:2][CH2:3][C@H:4]([CH3:32])[O:5][C:6]1[CH:7]=[C:8]([CH:18]=[C:19]([O:21][C:22]2[CH:27]=[CH:26][C:25]([S:28]([CH3:31])(=[O:30])=[O:29])=[CH:24][CH:23]=2)[CH:20]=1)[C:9]([NH:11][C:12]1[CH:16]=[CH:15][N:14]([CH3:17])[N:13]=1)=[O:10].C(=O)([O-])O.[Na+]. Product: [OH:2][CH2:3][C@H:4]([CH3:32])[O:5][C:6]1[CH:7]=[C:8]([CH:18]=[C:19]([O:21][C:22]2[CH:27]=[CH:26][C:25]([S:28]([CH3:31])(=[O:29])=[O:30])=[CH:24][CH:23]=2)[CH:20]=1)[C:9]([NH:11][C:12]1[CH:16]=[CH:15][N:14]([CH3:17])[N:13]=1)=[O:10]. The catalyst class is: 13.